Dataset: Reaction yield outcomes from USPTO patents with 853,638 reactions. Task: Predict the reaction yield, written as a fraction of the theoretical maximum amount of product (1.0 means a 100% yield; for example, 0.34 means a 34% yield). The reactants are [N+:1]([C:4]1[CH:5]=[C:6]([CH:14]=[CH:15][C:16]=1[N+:17]([O-])=O)[CH2:7][N:8]1[CH2:13][CH2:12][O:11][CH2:10][CH2:9]1)([O-])=O.[H][H]. The catalyst is [Pd]. The product is [N:8]1([CH2:7][C:6]2[CH:5]=[C:4]([NH2:1])[C:16]([NH2:17])=[CH:15][CH:14]=2)[CH2:13][CH2:12][O:11][CH2:10][CH2:9]1. The yield is 0.900.